Dataset: NCI-60 drug combinations with 297,098 pairs across 59 cell lines. Task: Regression. Given two drug SMILES strings and cell line genomic features, predict the synergy score measuring deviation from expected non-interaction effect. Drug 1: CCCS(=O)(=O)NC1=C(C(=C(C=C1)F)C(=O)C2=CNC3=C2C=C(C=N3)C4=CC=C(C=C4)Cl)F. Drug 2: C1=C(C(=O)NC(=O)N1)N(CCCl)CCCl. Cell line: A498. Synergy scores: CSS=32.0, Synergy_ZIP=-3.58, Synergy_Bliss=7.45, Synergy_Loewe=4.28, Synergy_HSA=7.28.